From a dataset of Full USPTO retrosynthesis dataset with 1.9M reactions from patents (1976-2016). Predict the reactants needed to synthesize the given product. Given the product [Br:10][CH2:11][C:12]([C:7]1[CH:8]=[CH:9][C:4]([CH:1]([CH3:3])[CH3:2])=[CH:5][CH:6]=1)=[O:13], predict the reactants needed to synthesize it. The reactants are: [CH:1]([C:4]1[CH:9]=[CH:8][CH:7]=[CH:6][CH:5]=1)([CH3:3])[CH3:2].[Br:10][CH2:11][C:12](Br)=[O:13].[Al+3].[Cl-].[Cl-].[Cl-].